This data is from Catalyst prediction with 721,799 reactions and 888 catalyst types from USPTO. The task is: Predict which catalyst facilitates the given reaction. Reactant: [C:1]([N:4]1[CH2:7][CH:6]([N:8]2[CH2:13][CH2:12][N:11]([C:14]3[C:15]([Cl:47])=[C:16]([NH:22][C:23]4[N:28]=[C:27]([N:29]([CH:39]5[CH2:41][CH2:40]5)CC5C=CC(OC)=CC=5)[C:26]5=[N:42][CH:43]=[C:44]([C:45]#[N:46])[N:25]5[N:24]=4)[CH:17]=[C:18]([C:20]#[N:21])[CH:19]=3)[CH2:10][CH2:9]2)[CH2:5]1)(=[O:3])[CH3:2].C1(OC)C=CC=CC=1.C(O)(C(F)(F)F)=O. Product: [C:1]([N:4]1[CH2:7][CH:6]([N:8]2[CH2:13][CH2:12][N:11]([C:14]3[C:15]([Cl:47])=[C:16]([NH:22][C:23]4[N:28]=[C:27]([NH:29][CH:39]5[CH2:40][CH2:41]5)[C:26]5=[N:42][CH:43]=[C:44]([C:45]#[N:46])[N:25]5[N:24]=4)[CH:17]=[C:18]([C:20]#[N:21])[CH:19]=3)[CH2:10][CH2:9]2)[CH2:5]1)(=[O:3])[CH3:2]. The catalyst class is: 26.